Task: Predict the reactants needed to synthesize the given product.. Dataset: Full USPTO retrosynthesis dataset with 1.9M reactions from patents (1976-2016) Given the product [F:19][C:20]1[CH:26]=[C:25]([O:27][CH3:28])[CH:24]=[CH:23][C:21]=1[NH:13][C:12]1[C:11]2[C:10](=[CH:9][CH:8]=[C:6]3[N:7]=[C:3]([C:1]#[N:2])[S:4][C:5]3=2)[N:14]=[CH:15][N:16]=1, predict the reactants needed to synthesize it. The reactants are: [C:1]([C:3]1[S:4][C:5]2[C:11]([C:12]#[N:13])=[C:10](/[N:14]=[CH:15]/[N:16](C)C)[CH:9]=[CH:8][C:6]=2[N:7]=1)#[N:2].[F:19][C:20]1[CH:26]=[C:25]([O:27][CH3:28])[CH:24]=[CH:23][C:21]=1N.[K+].[Br-].